Dataset: Reaction yield outcomes from USPTO patents with 853,638 reactions. Task: Predict the reaction yield, written as a fraction of the theoretical maximum amount of product (1.0 means a 100% yield; for example, 0.34 means a 34% yield). (1) The reactants are [CH:1]([C:3]1[S:7][C:6]([NH:8][CH2:9][CH2:10][CH2:11][NH:12][C:13](=[O:24])[C@@H:14]([NH:16]C(=O)OC(C)(C)C)[CH3:15])=[N:5][CH:4]=1)=[O:2].Cl.C(OCC)C. The catalyst is C(Cl)Cl. The product is [NH2:16][C@@H:14]([CH3:15])[C:13]([NH:12][CH2:11][CH2:10][CH2:9][NH:8][C:6]1[S:7][C:3]([CH:1]=[O:2])=[CH:4][N:5]=1)=[O:24]. The yield is 1.00. (2) The product is [Cl:18][C:4]1[CH:5]=[C:6]([NH:8][S:9]([C:12]2[CH:13]=[CH:14][CH:15]=[CH:16][CH:17]=2)(=[O:10])=[O:11])[CH:7]=[C:2]([Cl:1])[C:3]=1[NH:19][C:20]([CH2:22][C:23]1[CH:24]=[CH:25][C:26]([C:27]([NH2:36])=[NH:28])=[CH:29][CH:30]=1)=[O:21]. The reactants are [Cl:1][C:2]1[CH:7]=[C:6]([NH:8][S:9]([C:12]2[CH:17]=[CH:16][CH:15]=[CH:14][CH:13]=2)(=[O:11])=[O:10])[CH:5]=[C:4]([Cl:18])[C:3]=1[NH:19][C:20]([CH2:22][C:23]1[CH:30]=[CH:29][C:26]([C:27]#[N:28])=[CH:25][CH:24]=1)=[O:21].Cl.C(=O)([O-])[O-].[NH4+:36].[NH4+].ClCl. The catalyst is ClCCl.C(O)C.C(O)C. The yield is 0.800. (3) The reactants are Cl.[F:2][C:3]1[CH:24]=[C:23]([NH:25][C:26]([NH:28][C:29](=[O:37])[CH2:30][C:31]2[CH:36]=[CH:35][CH:34]=[CH:33][CH:32]=2)=[S:27])[CH:22]=[CH:21][C:4]=1[O:5][C:6]1[C:15]2[C:10](=[CH:11][C:12]([O:19][CH3:20])=[C:13]([C:16]([OH:18])=O)[CH:14]=2)[N:9]=[CH:8][CH:7]=1.[CH3:38][NH2:39]. The catalyst is O1CCCC1. The product is [F:2][C:3]1[CH:24]=[C:23]([NH:25][C:26]([NH:28][C:29](=[O:37])[CH2:30][C:31]2[CH:32]=[CH:33][CH:34]=[CH:35][CH:36]=2)=[S:27])[CH:22]=[CH:21][C:4]=1[O:5][C:6]1[C:15]2[C:10](=[CH:11][C:12]([O:19][CH3:20])=[C:13]([C:16]([NH:39][CH3:38])=[O:18])[CH:14]=2)[N:9]=[CH:8][CH:7]=1. The yield is 0.960. (4) The reactants are OS(O)(=O)=O.[CH2:6]=[O:7].[CH3:8][C:9]1[C:18]2([CH2:20][CH2:19]2)[C@:17]([OH:22])([CH3:21])[C:15](=[O:16])[C:14]2[C:10]=1[C@@H:11](O)[C@@:12](CO)([CH3:23])[CH:13]=2. The catalyst is CC(C)=O. The product is [CH3:23][C:12]1[CH:13]=[C:14]2[C:10](=[C:9]([CH3:8])[C:18]3([C@:17]([OH:22])([CH3:21])[C:15]2=[O:16])[CH2:20][CH2:19]3)[C:11]=1[CH2:6][OH:7]. The yield is 0.243. (5) The reactants are [CH3:1][N:2]([S:15]([C:18]1[S:19][CH:20]=[CH:21][CH:22]=1)(=[O:17])=[O:16])[C:3]1[CH:4]=[CH:5][CH:6]=[C:7]2[C:11]=1[NH:10][C:9]([C:12]([OH:14])=O)=[CH:8]2.[CH2:23]([S:30][C:31]1([CH2:37][NH2:38])[CH2:36][CH2:35][O:34][CH2:33][CH2:32]1)[C:24]1[CH:29]=[CH:28][CH:27]=[CH:26][CH:25]=1.N1(O)C2C=CC=CC=2N=N1.Cl.CN(C)CCCN=C=NCC.C(=O)([O-])O.[Na+]. The catalyst is C(#N)C.O1CCCC1. The product is [CH2:23]([S:30][C:31]1([CH2:37][NH:38][C:12]([C:9]2[NH:10][C:11]3[C:7]([CH:8]=2)=[CH:6][CH:5]=[CH:4][C:3]=3[N:2]([CH3:1])[S:15]([C:18]2[S:19][CH:20]=[CH:21][CH:22]=2)(=[O:16])=[O:17])=[O:14])[CH2:36][CH2:35][O:34][CH2:33][CH2:32]1)[C:24]1[CH:25]=[CH:26][CH:27]=[CH:28][CH:29]=1. The yield is 0.920. (6) The reactants are [CH3:1][C:2]1[CH:7]=[CH:6][C:5]([NH:8][C:9]([NH:11][C:12]2[N:16]([C:17]3[CH:22]=[CH:21][CH:20]=[CH:19][CH:18]=3)[N:15]=[C:14]([C:23]([F:26])([F:25])[F:24])[CH:13]=2)=[O:10])=[CH:4][C:3]=1[C:27]1[C:38](=[O:39])[N:37]([CH3:40])[C:30]2[N:31]=[C:32](SC)[N:33]=[CH:34][C:29]=2[CH:28]=1.[CH3:41][NH2:42].C1COCC1. No catalyst specified. The product is [CH3:1][C:2]1[CH:7]=[CH:6][C:5]([NH:8][C:9]([NH:11][C:12]2[N:16]([C:17]3[CH:22]=[CH:21][CH:20]=[CH:19][CH:18]=3)[N:15]=[C:14]([C:23]([F:26])([F:25])[F:24])[CH:13]=2)=[O:10])=[CH:4][C:3]=1[C:27]1[C:38](=[O:39])[N:37]([CH3:40])[C:30]2[N:31]=[C:32]([NH:42][CH3:41])[N:33]=[CH:34][C:29]=2[CH:28]=1. The yield is 0.780. (7) The reactants are [NH2:1][C:2]1[CH:3]=[C:4]([C@:8]23[CH2:16][N:15]([C:17]4[N:22]=[CH:21][C:20]([F:23])=[CH:19][N:18]=4)[CH2:14][C@H:13]2[CH2:12][S:11][C:10]([NH:24][C:25](=[O:32])[C:26]2[CH:31]=[CH:30][CH:29]=[CH:28][CH:27]=2)=[N:9]3)[CH:5]=[CH:6][CH:7]=1.[F:33][C:34]1[C:35]([C:41](O)=[O:42])=[N:36][CH:37]=[C:38]([F:40])[CH:39]=1.ON1C2C=CC=CC=2N=N1.Cl.CN(C)CCCN=C=NCC.C(N(C(C)C)CC)(C)C. The catalyst is ClCCl. The product is [C:25]([NH:24][C:10]1[S:11][CH2:12][C@@H:13]2[CH2:14][N:15]([C:17]3[N:22]=[CH:21][C:20]([F:23])=[CH:19][N:18]=3)[CH2:16][C@:8]2([C:4]2[CH:3]=[C:2]([NH:1][C:41]([C:35]3[C:34]([F:33])=[CH:39][C:38]([F:40])=[CH:37][N:36]=3)=[O:42])[CH:7]=[CH:6][CH:5]=2)[N:9]=1)(=[O:32])[C:26]1[CH:27]=[CH:28][CH:29]=[CH:30][CH:31]=1. The yield is 0.840. (8) The reactants are C[C:2]1[CH:15]=[CH:14][C:13]2[C:4](=[C:5]([C:16]#[C:17]CO)[C:6]3[C:11]([CH:12]=2)=[CH:10][CH:9]=[CH:8][CH:7]=3)[C:3]=1C.[OH-].[Na+]. The catalyst is C1(C)C=CC=CC=1. The product is [CH:3]1[C:4]2[C:13](=[CH:12][C:11]3[C:6]([C:5]=2[C:16]#[CH:17])=[CH:7][CH:8]=[CH:9][CH:10]=3)[CH:14]=[CH:15][CH:2]=1. The yield is 0.310. (9) The reactants are [Li+].C[Si]([N-][Si](C)(C)C)(C)C.C1(P(C2CCCCC2)C2C=CC=CC=2C2C=CC=CC=2N(C)C)CCCCC1.[C:39]([O:42][C:43]([CH3:46])([CH3:45])[CH3:44])(=[O:41])[CH3:40].Cl[C:48]1[C:57]2[C:52](=[CH:53][CH:54]=[C:55]([F:58])[CH:56]=2)[CH:51]=[C:50]([Cl:59])[N:49]=1. The catalyst is C1(C)C=CC=CC=1.C1C=CC(/C=C/C(/C=C/C2C=CC=CC=2)=O)=CC=1.C1C=CC(/C=C/C(/C=C/C2C=CC=CC=2)=O)=CC=1.C1C=CC(/C=C/C(/C=C/C2C=CC=CC=2)=O)=CC=1.[Pd].[Pd]. The product is [Cl:59][C:50]1[N:49]=[C:48]([CH2:40][C:39]([O:42][C:43]([CH3:46])([CH3:45])[CH3:44])=[O:41])[C:57]2[C:52]([CH:51]=1)=[CH:53][CH:54]=[C:55]([F:58])[CH:56]=2. The yield is 0.310.